Task: Predict the product of the given reaction.. Dataset: Forward reaction prediction with 1.9M reactions from USPTO patents (1976-2016) (1) Given the reactants [CH2:1]([O:8][C:9]1[CH:24]=[CH:23][C:12]([C:13]([O:15][CH2:16][C:17]2[CH:22]=[CH:21][CH:20]=[CH:19][CH:18]=2)=[O:14])=[CH:11][C:10]=1[O:25][CH3:26])[C:2]1[CH:7]=[CH:6][CH:5]=[CH:4][CH:3]=1.ClCCl.S(=O)(=O)(O)O.[N+:35]([O-])([OH:37])=[O:36], predict the reaction product. The product is: [CH2:1]([O:8][C:9]1[C:10]([O:25][CH3:26])=[CH:11][C:12]([C:13]([O:15][CH2:16][C:17]2[CH:18]=[CH:19][CH:20]=[CH:21][CH:22]=2)=[O:14])=[C:23]([N+:35]([O-:37])=[O:36])[CH:24]=1)[C:2]1[CH:7]=[CH:6][CH:5]=[CH:4][CH:3]=1. (2) Given the reactants [Cl:1][C:2]1[CH:10]=[CH:9][C:8]2[N:7]([CH2:11][C:12]([OH:14])=O)[C:6]3[CH2:15][CH2:16][N:17]([CH3:19])[CH2:18][C:5]=3[C:4]=2[CH:3]=1.C(Cl)(=O)C(Cl)=O.[CH3:26][CH:27]1[CH2:32][CH2:31][CH2:30][CH2:29][NH:28]1, predict the reaction product. The product is: [Cl:1][C:2]1[CH:10]=[CH:9][C:8]2[N:7]([CH2:11][C:12]([N:28]3[CH2:29][CH2:30][CH2:31][CH2:32][CH:27]3[CH3:26])=[O:14])[C:6]3[CH2:15][CH2:16][N:17]([CH3:19])[CH2:18][C:5]=3[C:4]=2[CH:3]=1. (3) Given the reactants [O:1]=[S:2]1(=[O:30])[CH2:7][CH2:6][N:5]([C:8]([C:10]2[NH:11][C:12]3[C:17]([CH:18]=2)=[CH:16][C:15]([C:19]([N:21]2[CH2:26][CH2:25][N:24]([CH:27]([CH3:29])[CH3:28])[CH2:23][CH2:22]2)=[O:20])=[CH:14][CH:13]=3)=[O:9])[CH2:4][CH2:3]1.[F:31][C:32]([F:43])([F:42])[C:33]1[CH:34]=[C:35](B(O)O)[CH:36]=[CH:37][CH:38]=1.N1C=CC=CC=1, predict the reaction product. The product is: [O:30]=[S:2]1(=[O:1])[CH2:7][CH2:6][N:5]([C:8]([C:10]2[N:11]([C:37]3[CH:36]=[CH:35][CH:34]=[C:33]([C:32]([F:43])([F:42])[F:31])[CH:38]=3)[C:12]3[C:17]([CH:18]=2)=[CH:16][C:15]([C:19]([N:21]2[CH2:22][CH2:23][N:24]([CH:27]([CH3:28])[CH3:29])[CH2:25][CH2:26]2)=[O:20])=[CH:14][CH:13]=3)=[O:9])[CH2:4][CH2:3]1. (4) Given the reactants [Cl:1][C:2]1[CH:7]=[CH:6][C:5]([C:8]2[C:13]([CH:14]([OH:18])[C:15]([OH:17])=[O:16])=[C:12]([CH3:19])[N:11]=[C:10]3[NH:20][C:21]([CH3:24])=[C:22]([CH3:23])[C:9]=23)=[CH:4][CH:3]=1.S(=O)(=O)(O)O.[OH-].[Na+].[CH3:32]O, predict the reaction product. The product is: [Cl:1][C:2]1[CH:7]=[CH:6][C:5]([C:8]2[C:13]([CH:14]([OH:18])[C:15]([O:17][CH3:32])=[O:16])=[C:12]([CH3:19])[N:11]=[C:10]3[NH:20][C:21]([CH3:24])=[C:22]([CH3:23])[C:9]=23)=[CH:4][CH:3]=1.